From a dataset of Full USPTO retrosynthesis dataset with 1.9M reactions from patents (1976-2016). Predict the reactants needed to synthesize the given product. (1) Given the product [CH:8]1[C:9]2[C:4](=[CH:3][C:2]([CH:26]([C:20]3[C:21]([CH3:25])([CH3:24])[CH2:22][CH2:23][C:18]([CH3:28])([CH3:17])[CH:19]=3)[OH:27])=[CH:11][CH:10]=2)[CH:5]=[CH:6][N:7]=1, predict the reactants needed to synthesize it. The reactants are: Br[C:2]1[CH:3]=[C:4]2[C:9](=[CH:10][CH:11]=1)[CH:8]=[N:7][CH:6]=[CH:5]2.C([Li])CCC.[CH3:17][C:18]1([CH3:28])[CH2:23][CH2:22][C:21]([CH3:25])([CH3:24])[C:20]([CH:26]=[O:27])=[CH:19]1. (2) Given the product [N+:1]([C:4]1[CH:9]=[CH:8][CH:7]=[CH:6][C:5]=1[C:10]1[C:11]([S:17]([OH:20])(=[O:19])=[O:18])=[CH:12][CH:13]=[CH:14][CH:15]=1)([O-:3])=[O:2], predict the reactants needed to synthesize it. The reactants are: [N+:1]([C:4]1[CH:9]=[CH:8][CH:7]=[CH:6][C:5]=1[C:10]1[CH:15]=[CH:14][CH:13]=[CH:12][CH:11]=1)([O-:3])=[O:2].Cl[S:17]([OH:20])(=[O:19])=[O:18].